From a dataset of Full USPTO retrosynthesis dataset with 1.9M reactions from patents (1976-2016). Predict the reactants needed to synthesize the given product. (1) The reactants are: [NH2:1][C:2](=[N:8][O:9][C:10](=O)[C:11]([N:21]1[C:29]2[C:24](=[C:25]([NH:30][C:31]([O:33][C:34]([CH3:37])([CH3:36])[CH3:35])=[O:32])[CH:26]=[CH:27][CH:28]=2)[CH:23]=[N:22]1)([C:14]1[CH:19]=[CH:18][C:17]([Cl:20])=[CH:16][CH:15]=1)[CH2:12][CH3:13])[C:3]([O:5][CH2:6][CH3:7])=[O:4].P(Cl)(Cl)(Cl)=O. Given the product [C:34]([O:33][C:31]([NH:30][C:25]1[CH:26]=[CH:27][CH:28]=[C:29]2[C:24]=1[CH:23]=[N:22][N:21]2[C:11]([C:10]1[O:9][N:8]=[C:2]([C:3]([O:5][CH2:6][CH3:7])=[O:4])[N:1]=1)([C:14]1[CH:19]=[CH:18][C:17]([Cl:20])=[CH:16][CH:15]=1)[CH2:12][CH3:13])=[O:32])([CH3:37])([CH3:36])[CH3:35], predict the reactants needed to synthesize it. (2) Given the product [N:8]1[N:5]2[CH:6]=[CH:7][C:2]([NH2:11])=[N:3][C:4]2=[CH:10][CH:9]=1, predict the reactants needed to synthesize it. The reactants are: Cl[C:2]1[CH:7]=[CH:6][N:5]2[N:8]=[CH:9][CH:10]=[C:4]2[N:3]=1.[NH4+:11].[OH-].